This data is from Reaction yield outcomes from USPTO patents with 853,638 reactions. The task is: Predict the reaction yield, written as a fraction of the theoretical maximum amount of product (1.0 means a 100% yield; for example, 0.34 means a 34% yield). The reactants are Cl.Cl.[C:3]12([C:9]3[CH:14]=[CH:13][C:12]([CH2:15][NH2:16])=[C:11]([F:17])[CH:10]=3)[CH2:8][CH:7]1[CH2:6][NH:5][CH2:4]2.F[C:19]1[CH:26]=[C:20]([C:21]23CC2CN([CH2:21][C:20]2C=CC=[CH:26][CH:19]=2)C3)[CH:19]=[CH:26][C:20]=1[C:21]#N.COC1CCC(OC)O1.OS(O)(=O)=O.C([O-])(O)=O.[Na+]. The catalyst is CO.O1CCCC1. The product is [F:17][C:11]1[CH:10]=[C:9]([C:3]23[CH2:8][CH:7]2[CH2:6][NH:5][CH2:4]3)[CH:14]=[CH:13][C:12]=1[CH2:15][N:16]1[CH:21]=[CH:20][CH:19]=[CH:26]1. The yield is 0.0500.